From a dataset of Full USPTO retrosynthesis dataset with 1.9M reactions from patents (1976-2016). Predict the reactants needed to synthesize the given product. (1) Given the product [C:10]([NH:2][NH:1][C:3]([O:5][C:6]([CH3:9])([CH3:8])[CH3:7])=[O:4])(=[O:13])[CH2:11][CH3:12], predict the reactants needed to synthesize it. The reactants are: [NH:1]([C:3]([O:5][C:6]([CH3:9])([CH3:8])[CH3:7])=[O:4])[NH2:2].[C:10](Cl)(=[O:13])[CH2:11][CH3:12]. (2) Given the product [CH2:1]([O:3][C:4]([C:5]1[C:6](=[O:7])[C:8]2[CH:13]=[N:12][C:11]([S:14][CH3:15])=[N:10][C:9]=2[N:44]([C:41]2[CH:42]=[CH:43][C:38]([CH2:36][CH3:37])=[CH:39][CH:40]=2)[CH:19]=1)=[O:18])[CH3:2], predict the reactants needed to synthesize it. The reactants are: [CH2:1]([O:3][C:4](=[O:18])[CH2:5][C:6]([C:8]1[C:9](OC)=[N:10][C:11]([S:14][CH3:15])=[N:12][CH:13]=1)=[O:7])[CH3:2].[C:19](OC(=O)C)(=O)C.C(OC(OCC)OCC)C.[C:36]([C:38]1[CH:43]=[CH:42][C:41]([NH2:44])=[CH:40][CH:39]=1)#[CH:37].C([O-])([O-])=O.[K+].[K+]. (3) Given the product [CH3:30][O:29][C:28]1[CH:27]=[CH:26][C:23]([CH:24]=[O:25])=[CH:22][C:21]=1[C:5]1[CH:6]=[CH:7][C:8]([O:9][CH3:10])=[C:3]([O:2][CH3:1])[CH:4]=1, predict the reactants needed to synthesize it. The reactants are: [CH3:1][O:2][C:3]1[CH:4]=[C:5](B(O)O)[CH:6]=[CH:7][C:8]=1[O:9][CH3:10].C(=O)([O-])[O-].[Na+].[Na+].Br[C:21]1[CH:22]=[C:23]([CH:26]=[CH:27][C:28]=1[O:29][CH3:30])[CH:24]=[O:25]. (4) Given the product [OH:15][CH2:14][C:10]1[CH:9]=[C:8]([C:5]2[CH:6]=[CH:7][C:2]([OH:1])=[CH:3][C:4]=2[CH3:16])[CH:13]=[CH:12][CH:11]=1, predict the reactants needed to synthesize it. The reactants are: [OH:1][C:2]1[CH:7]=[CH:6][C:5]([C:8]2[CH:13]=[CH:12][CH:11]=[C:10]([CH:14]=[O:15])[CH:9]=2)=[C:4]([CH3:16])[CH:3]=1.[BH4-].[Na+].